This data is from Forward reaction prediction with 1.9M reactions from USPTO patents (1976-2016). The task is: Predict the product of the given reaction. (1) Given the reactants [O:1]([CH2:8][C@@H:9]([OH:42])[CH2:10][N:11]([CH2:19][CH2:20][CH:21]([C:32]1[CH:37]=[CH:36][C:35]([C:38]([O:40]C)=[O:39])=[CH:34][CH:33]=1)[C:22]1[CH:27]=[CH:26][C:25]([C:28]([O:30]C)=[O:29])=[CH:24][CH:23]=1)CC1C=CC=CC=1)[C:2]1[CH:7]=[CH:6][CH:5]=[CH:4][CH:3]=1.[OH-].[Na+], predict the reaction product. The product is: [O:1]([CH2:8][C@@H:9]([OH:42])[CH2:10][NH:11][CH2:19][CH2:20][CH:21]([C:22]1[CH:23]=[CH:24][C:25]([C:28]([OH:30])=[O:29])=[CH:26][CH:27]=1)[C:32]1[CH:37]=[CH:36][C:35]([C:38]([OH:40])=[O:39])=[CH:34][CH:33]=1)[C:2]1[CH:3]=[CH:4][CH:5]=[CH:6][CH:7]=1. (2) The product is: [Cl:8][C:6]1[CH:5]=[C:4]([C:9]2[CH:14]=[CH:13][C:12]([O:15][CH:16]([CH3:18])[CH3:17])=[CH:11][CH:10]=2)[N:3]=[C:2]([C:24]2[N:25]=[CH:26][S:27][CH:28]=2)[CH:7]=1. Given the reactants Cl[C:2]1[CH:7]=[C:6]([Cl:8])[CH:5]=[C:4]([C:9]2[CH:14]=[CH:13][C:12]([O:15][CH:16]([CH3:18])[CH3:17])=[CH:11][CH:10]=2)[N:3]=1.C([Sn](CCCC)(CCCC)[C:24]1[N:25]=[CH:26][S:27][CH:28]=1)CCC.[F-].[Cs+].CN(C=O)C, predict the reaction product. (3) Given the reactants [O:1]=[C:2]1[C:10]2[C:5](=[CH:6][CH:7]=[CH:8][CH:9]=2)[CH2:4][N:3]1[CH:11]([C:16]1[CH:21]=[CH:20][CH:19]=[CH:18][CH:17]=1)[CH2:12][C:13](O)=[O:14].[NH2:22][C:23]1[CH:28]=[CH:27][CH:26]=[CH:25][N:24]=1.CN(C(ON1N=NC2C=CC=CC1=2)=[N+](C)C)C.F[P-](F)(F)(F)(F)F.C(N(C(C)C)C(C)C)C, predict the reaction product. The product is: [O:1]=[C:2]1[C:10]2[C:5](=[CH:6][CH:7]=[CH:8][CH:9]=2)[CH2:4][N:3]1[CH:11]([C:16]1[CH:17]=[CH:18][CH:19]=[CH:20][CH:21]=1)[CH2:12][C:13]([NH:22][C:23]1[CH:28]=[CH:27][CH:26]=[CH:25][N:24]=1)=[O:14]. (4) Given the reactants [F:1][C:2]1[CH:7]=[CH:6][C:5]([C:8]2[N:12]=[C:11]([S:13][CH3:14])[N:10]([CH3:15])[C:9]=2[C:16]2[CH:21]=[CH:20][N:19]=[C:18]([NH:22][CH2:23][CH:24]([OH:26])[CH3:25])[CH:17]=2)=[CH:4][CH:3]=1.[OH:27]O.N, predict the reaction product. The product is: [F:1][C:2]1[CH:3]=[CH:4][C:5]([C:8]2[N:12]=[C:11]([S:13]([CH3:14])=[O:27])[N:10]([CH3:15])[C:9]=2[C:16]2[CH:21]=[CH:20][N:19]=[C:18]([NH:22][CH2:23][CH:24]([OH:26])[CH3:25])[CH:17]=2)=[CH:6][CH:7]=1. (5) Given the reactants Cl.[CH3:2][O:3][C:4](=[O:29])[C@H:5]([CH2:7][C:8]1[CH:13]=[CH:12][C:11]([C:14]2[C:15](=[O:28])[N:16]([CH2:21][C:22]3[CH:27]=[CH:26][CH:25]=[CH:24][CH:23]=3)[CH:17]=[C:18]([Cl:20])[CH:19]=2)=[CH:10][CH:9]=1)[NH2:6].[Cl:30][C:31]1[CH:39]=[CH:38][CH:37]=[C:36]([CH3:40])[C:32]=1[C:33](O)=[O:34].CCCCCCCCCCCC(OC[C@@H](OC(CCCCCCCCCCC)=O)COP(OCCN)(O)=O)=O.CN(C(ON1N=NC2C=CC=CC1=2)=[N+](C)C)C.F[P-](F)(F)(F)(F)F, predict the reaction product. The product is: [CH3:2][O:3][C:4](=[O:29])[C@H:5]([CH2:7][C:8]1[CH:9]=[CH:10][C:11]([C:14]2[C:15](=[O:28])[N:16]([CH2:21][C:22]3[CH:27]=[CH:26][CH:25]=[CH:24][CH:23]=3)[CH:17]=[C:18]([Cl:20])[CH:19]=2)=[CH:12][CH:13]=1)[NH:6][C:33]([C:32]1[C:36]([CH3:40])=[CH:37][CH:38]=[CH:39][C:31]=1[Cl:30])=[O:34]. (6) Given the reactants OC(C(F)(F)F)=O.[NH:8]1[CH2:11][CH:10]([NH:12][C:13](=[O:32])[CH2:14][NH:15][C:16]2[C:24]3[C:19](=[CH:20][CH:21]=[C:22]([CH:25]([OH:30])[C:26]([F:29])([F:28])[F:27])[CH:23]=3)[N:18]([CH3:31])[N:17]=2)[CH2:9]1.[O:33]1[C:37]2[CH:38]=[CH:39][C:40]([CH:42]3[CH2:47][CH2:46][C:45](=O)[CH2:44][CH2:43]3)=[CH:41][C:36]=2[O:35][CH2:34]1, predict the reaction product. The product is: [O:33]1[C:37]2[CH:38]=[CH:39][C:40]([CH:42]3[CH2:47][CH2:46][CH:45]([N:8]4[CH2:11][CH:10]([NH:12][C:13](=[O:32])[CH2:14][NH:15][C:16]5[C:24]6[C:19](=[CH:20][CH:21]=[C:22]([CH:25]([OH:30])[C:26]([F:29])([F:28])[F:27])[CH:23]=6)[N:18]([CH3:31])[N:17]=5)[CH2:9]4)[CH2:44][CH2:43]3)=[CH:41][C:36]=2[O:35][CH2:34]1. (7) Given the reactants C[O:2][C:3](=[O:31])[CH2:4][O:5][C:6]1[CH:11]=[CH:10][C:9]([S:12][CH2:13][CH:14]=[C:15]([C:23]2[CH:28]=[CH:27][C:26]([Br:29])=[CH:25][CH:24]=2)[C:16]2[CH:21]=[CH:20][C:19]([Br:22])=[CH:18][CH:17]=2)=[CH:8][C:7]=1[CH3:30].[OH-].[Na+].O.Cl, predict the reaction product. The product is: [Br:29][C:26]1[CH:25]=[CH:24][C:23]([C:15]([C:16]2[CH:21]=[CH:20][C:19]([Br:22])=[CH:18][CH:17]=2)=[CH:14][CH2:13][S:12][C:9]2[CH:10]=[CH:11][C:6]([O:5][CH2:4][C:3]([OH:31])=[O:2])=[C:7]([CH3:30])[CH:8]=2)=[CH:28][CH:27]=1. (8) Given the reactants [I:1][C:2]1[CH:7]=[CH:6][C:5]([OH:8])=[CH:4][CH:3]=1.CS(O[CH2:14][CH2:15][O:16][CH2:17][CH2:18][O:19][CH2:20][CH2:21][O:22][CH2:23][CH2:24][O:25][CH2:26][CH2:27][O:28][CH3:29])(=O)=O.C(=O)([O-])[O-].[K+].[K+], predict the reaction product. The product is: [I:1][C:2]1[CH:7]=[CH:6][C:5]([O:8][CH2:14][CH2:15][O:16][CH2:17][CH2:18][O:19][CH2:20][CH2:21][O:22][CH2:23][CH2:24][O:25][CH2:26][CH2:27][O:28][CH3:29])=[CH:4][CH:3]=1. (9) Given the reactants [S:1]([N:11]1[CH2:18][CH2:17][CH2:16][C@H:12]1[C:13]([OH:15])=O)([C:4]1[CH:10]=[CH:9][C:7]([CH3:8])=[CH:6][CH:5]=1)(=[O:3])=[O:2].Cl.[NH2:20][C@@H:21]([CH2:26][NH:27][C:28]([O:30][C:31]([CH3:34])([CH3:33])[CH3:32])=[O:29])[C:22]([O:24][CH3:25])=[O:23], predict the reaction product. The product is: [C:31]([O:30][C:28]([NH:27][CH2:26][C@H:21]([NH:20][C:13](=[O:15])[C@@H:12]1[CH2:16][CH2:17][CH2:18][N:11]1[S:1]([C:4]1[CH:5]=[CH:6][C:7]([CH3:8])=[CH:9][CH:10]=1)(=[O:2])=[O:3])[C:22]([O:24][CH3:25])=[O:23])=[O:29])([CH3:34])([CH3:33])[CH3:32].